Dataset: NCI-60 drug combinations with 297,098 pairs across 59 cell lines. Task: Regression. Given two drug SMILES strings and cell line genomic features, predict the synergy score measuring deviation from expected non-interaction effect. (1) Drug 1: CC=C1C(=O)NC(C(=O)OC2CC(=O)NC(C(=O)NC(CSSCCC=C2)C(=O)N1)C(C)C)C(C)C. Drug 2: C1=CC=C(C=C1)NC(=O)CCCCCCC(=O)NO. Cell line: COLO 205. Synergy scores: CSS=36.0, Synergy_ZIP=-1.28, Synergy_Bliss=-2.45, Synergy_Loewe=-13.2, Synergy_HSA=-2.52. (2) Drug 1: CC1C(C(CC(O1)OC2CC(CC3=C2C(=C4C(=C3O)C(=O)C5=C(C4=O)C(=CC=C5)OC)O)(C(=O)CO)O)N)O.Cl. Drug 2: CC1C(C(CC(O1)OC2CC(CC3=C2C(=C4C(=C3O)C(=O)C5=C(C4=O)C(=CC=C5)OC)O)(C(=O)C)O)N)O.Cl. Cell line: MDA-MB-435. Synergy scores: CSS=-10.6, Synergy_ZIP=6.42, Synergy_Bliss=3.32, Synergy_Loewe=-9.43, Synergy_HSA=-7.48. (3) Drug 1: CC1=C2C(C(=O)C3(C(CC4C(C3C(C(C2(C)C)(CC1OC(=O)C(C(C5=CC=CC=C5)NC(=O)OC(C)(C)C)O)O)OC(=O)C6=CC=CC=C6)(CO4)OC(=O)C)OC)C)OC. Drug 2: C1=CC(=C2C(=C1NCCNCCO)C(=O)C3=C(C=CC(=C3C2=O)O)O)NCCNCCO. Cell line: OVCAR-5. Synergy scores: CSS=56.9, Synergy_ZIP=0.682, Synergy_Bliss=-2.48, Synergy_Loewe=-0.270, Synergy_HSA=2.66. (4) Drug 1: CN(C)C1=NC(=NC(=N1)N(C)C)N(C)C. Drug 2: C1=CC=C(C(=C1)C(C2=CC=C(C=C2)Cl)C(Cl)Cl)Cl. Cell line: EKVX. Synergy scores: CSS=-0.525, Synergy_ZIP=1.01, Synergy_Bliss=0.429, Synergy_Loewe=-0.933, Synergy_HSA=-1.68.